Dataset: Forward reaction prediction with 1.9M reactions from USPTO patents (1976-2016). Task: Predict the product of the given reaction. (1) The product is: [OH:1][CH2:2][CH2:3][N:4]([CH2:16][C:17]1[CH:22]=[CH:21][C:20]([CH3:23])=[C:19]([CH:18]=1)[C:24]([NH:26][CH2:27][C:28]12[CH2:29][CH:30]3[CH2:36][CH:34]([CH2:33][CH:32]([CH2:31]3)[CH2:37]1)[CH2:35]2)=[O:25])[CH2:5][CH2:6][NH:7][CH3:8]. Given the reactants [OH:1][CH2:2][CH2:3][N:4]([CH2:16][C:17]1[CH:22]=[CH:21][C:20]([CH3:23])=[C:19]([C:24]([NH:26][CH2:27][C:28]23[CH2:37][CH:32]4[CH2:33][CH:34]([CH2:36][CH:30]([CH2:31]4)[CH2:29]2)[CH2:35]3)=[O:25])[CH:18]=1)[CH2:5][CH2:6][N:7](C)[C:8](=O)OC(C)(C)C.Cl.N, predict the reaction product. (2) Given the reactants [CH3:1][O:2][C:3]1[CH:4]=[C:5]2[C:10](=[CH:11][C:12]=1[O:13][CH3:14])[N:9]=[CH:8][N:7]=[C:6]2[O:15][C:16]1[CH:22]=[CH:21][C:19]([NH2:20])=[CH:18][CH:17]=1.Cl[C:24](Cl)([O:26]C(=O)OC(Cl)(Cl)Cl)Cl.[CH3:35][N:36]1[CH2:41][CH2:40][N:39]([CH2:42][CH2:43][CH:44]([OH:48])[CH2:45][CH2:46][CH3:47])[CH2:38][CH2:37]1.C(=O)(O)[O-].[Na+], predict the reaction product. The product is: [CH3:1][O:2][C:3]1[CH:4]=[C:5]2[C:10](=[CH:11][C:12]=1[O:13][CH3:14])[N:9]=[CH:8][N:7]=[C:6]2[O:15][C:16]1[CH:22]=[CH:21][C:19]([NH:20][C:24](=[O:26])[O:48][CH:44]([CH2:43][CH2:42][N:39]2[CH2:40][CH2:41][N:36]([CH3:35])[CH2:37][CH2:38]2)[CH2:45][CH2:46][CH3:47])=[CH:18][CH:17]=1. (3) Given the reactants [CH3:1][C:2]1([CH3:16])[C:7](=O)[NH:6][C:5]2[CH:9]=[C:10]([N+:13]([O-:15])=[O:14])[CH:11]=[CH:12][C:4]=2[O:3]1.Cl, predict the reaction product. The product is: [CH3:1][C:2]1([CH3:16])[CH2:7][NH:6][C:5]2[CH:9]=[C:10]([N+:13]([O-:15])=[O:14])[CH:11]=[CH:12][C:4]=2[O:3]1. (4) Given the reactants CC(C)([O-])C.[K+].[C:7]1(=[O:13])[CH2:12][CH2:11][CH2:10][CH2:9][CH2:8]1.Br[CH2:15][CH2:16][CH2:17][CH2:18][CH2:19]Br, predict the reaction product. The product is: [C:7]1(=[O:13])[C:12]2([CH2:19][CH2:18][CH2:17][CH2:16][CH2:15]2)[CH2:11][CH2:10][CH2:9][CH2:8]1.